This data is from B-cell epitopes from IEDB database with 3,159 antigens for binding position prediction. The task is: Token-level Classification. Given an antigen amino acid sequence, predict which amino acid positions are active epitope sites capable of antibody binding. Output is a list of indices for active positions. (1) Given the antigen sequence: VKEIRKNYQHLWRWGTMLLRWGMMLLGMLMICSAAEEKWVTVYYGVPVWKEATTTLFCASDAKAYDTEVHNVWATHACVPTDPNPQEVVLENVTESFNMWKNNMVDQMHEDIISLWDQSLKPCVKLTPICVTLNCTHNVTATNGTIINGRGELKNCSFNITSSIRNKMKKEYALFYSLDIIPIDDDSNTTDSNTTYRLRSCNTSVITQACPKVSFEPIPIHYCAPAGFAILKCKDKKFNGTGPCKNVSTVQCTHGIRPVVSTQLLLNGSLAEEEVVIRSKNFSDNAKTIIVQLNESVVINCTRPNNNTRKSITIGPGRAFYTTGQIIGDIRQAYCNLSRTQWNNTLKQIVGKLREQFGNNKTIVFNQPSGGDPEIEMHSFNCGGEFFYCNTTQLFNSTWPFNSTWNDTNTEGNNTITLPCRIKQFINMWQEVGKAMYAPPISGQIRCSSNITGLLLTRDGGINQSRTNETFRPGGGNMKDNWRSELYKYKVVKIKPLGIA..., which amino acid positions are active epitope sites? The epitope positions are: [663, 664, 665, 666, 667, 668, 669, 670, 671]. The amino acids at these positions are: LELDKWASL. (2) Given the antigen sequence: MELTELLLVVMLLLTARLTLSSPAPPACDLRVLSKLLRDSHVLHSRLSQCPEVHPLPTPVLLPAVDFSLGEWKTQMEETKAQDILGAVTLLLEGVMAARGQLGPTCLSSLLGQLSGQVRLLLGALQSLLGTQLPPQGRTTAHKDPNAIFLSFQHLLRGKVRFLMLVGGSTLCVRRAPPTTAVPSRTSLVLTLNELPNRTSGLLETNFTASARTTGSGLLKWQQGFRAKIPGLLNQTSRSLDQIPGYLNRIHELLNGTRGLFPGPSRRTLGAPDISSGTSDTGSLPPNLQPGYSPSPTHPPTGQYTLFPLPPTLPTPVVQLHPLLPDPSAPTPTPTSPLLNTSYTHSQNLSQEG, which amino acid positions are active epitope sites? The epitope positions are: [83, 84, 85, 86, 87, 88, 89, 90, 91]. The amino acids at these positions are: ILGAVTLLL. (3) Given the antigen sequence: MPKRKVSSTEGAAKEEPKRRSARLSAKPPAKVEAKPKKAAAKDKSSDKKVQTKGKRGAKGKQAEVANQETKEDLPAENGETKTEESPASDEAGEKEAKSD, which amino acid positions are active epitope sites? The epitope positions are: [27, 28, 29, 30, 31, 32, 33, 34, 35, 36, 37, 38, 39, 40, 41]. The amino acids at these positions are: PPAKVEAKPKKAAAK. (4) Given the antigen sequence: MDKVLNREESLQLMDLLGLERSAWGNIPLMRKAYLKKCKEFHPDKGGDEEKMKKMNTLYKKMEDGVKYAHQPDFGGFWDATEIPTYGTDEWEQWWNAFNEENLFCSEEMPSSDDEATADSQHSTPPKKKRKVEDPKDFPSELLSFLSHAVFSNRTLACFAIYTTKEKAALLYKKIMEKYSVTFISRHNSYNHNILFFLTPHRHRVSAINNYAQKLCTFSFLICKGVNKEYLMYSALTRDPFSVIEESLPGGLKEHDFNPEEAEETKQVSWKLVTEYAMETKCDDVLLLLGMYLEFQYSFEMCLKCIKKEQPSHYKYHEKHYANAAIFADSKNQKTICQQAVDTVLAKKRVDSLQLTREQMLTNRFNDLLDRMDIMFGSTGSADIEEWMAGVAWLHCLLPKMDSVVYDFLKCMVYNIPKKRYWLFKGPIDSGKTTLAAALLELCGGKALNVNLPLDRLNFELGVAIDQFLVVFEDVKGTGGESRDLPSGQGINNLDNLRDY..., which amino acid positions are active epitope sites? The epitope positions are: [697, 698, 699, 700, 701, 702, 703, 704, 705, 706, 707]. The amino acids at these positions are: KPPTPPPEPET. (5) The epitope positions are: [353, 354, 355, 356, 357, 358, 359, 360, 361, 362, 363, 364, 365, 366, 367, 368, 369, 370, 371, 372]. The amino acids at these positions are: SEASRKGLRRDLDASREAKK. Given the antigen sequence: MARENTNKHYSLRKLKKGTASVAVALTVLGAGLVVNTNEVSARVRYTRHTPEDKLKKIIDDLDDLDAKEHELQQQNEKLSTQKQALESQKQALESQKQALESQKQALESQKQALESQKQALEGRTQDLEGQTQDLESQKQAPESHIQALESQTQDLESQTQALESQKQALESRKQALEEQNKQLSTQKETLERQVQEAQHNNNELTEKLDETQKKLVNKQQESEETKKTLNELLDKTVKDKLAKEQENQETIGTLKKILDETVKDKIAKEQKSKQDIGALKKILDETVKDKIAKEQKSKQDIGALKQELAKKEEHNKISDASRKGLRRDLDASREAKKQLEAEHQKLEEQNKISEASRKGLRRDLDASREAKKQVEKDLANLTAELNKVKEEKQTSDASRQGLRRDLDASREAKKQVEKALEEANSKLAALEKLNKELEESKKLTEKEKAELQAKLEAEAKALKEQLAKQAEELAKLRAGKASDSQTPDTKPGNKAVPGK..., which amino acid positions are active epitope sites? (6) Given the antigen sequence: MSGYSSDRDRGRDRGFGAPRFGGSRAGPLSGKKFGNPGEKLVKKKWNLDELPKFEKNFYQEHPDLARRTAQEVETYRRSKEITVRGHNCPKPVLNFYEANFPANVMDVIARQNFTEPTAIQAQGWPVALSGLDMVGVAQTGSGKTLSYLLPAIVHINHQPFLERGDGPICLVLAPTRELAQQVQQVAAEYCRACRLKSTCIYGGAPKGPQIRDLERGVEICIATPGRLIDFLECGKTNLRRTTYLVLDEADRMLDMGFEPQIRKIVDQIRPDRQTLMWSATWPKEVRQLAEDFLKDYIHINIGALELSANHNILQIVDVCHDVEKDEKLIRLMEEIMSEKENKTIVFVETKRRCDELTRKMRRDGWPAMGIHGDKSQQERDWVLNEFKHGKAPILIATDVASRGLDVEDVKFVINYDYPNSSEDYIHRIGRTARSTKTGTAYTFFTPNNIKQVSDLISVLREASQAINPKLLQLVEDRGSGRSRGRGGMKDDRRDRYSAG..., which amino acid positions are active epitope sites? The epitope positions are: [147, 148, 149, 150, 151, 152, 153, 154, 155]. The amino acids at these positions are: YLLPAIVHI. (7) Given the antigen sequence: MKKYLFRAALYGIAAAILAACQSKSIQTFPQPDTSVINGPDRPVGIPDLAGTTVGGGGAVYTVVPHLSLPHWAAQDFAKSLQSFRLGCANLKNHQGWQDVCAQAFQTPVHSFQAKQFFERYFTPWQVAGNGSLAGTVTGYYEPVLKGDDRRTAQARFPIYGIPDDFISVPLPAGLRSGKALVRIRQTGKNSGTIDNTGGTHTADLSRFPITARTTAIKGRFEGSRFLPYHTRNQINGGALDGKAPILGYAEDPVELFFMHIQGSGRLKTPSGKYIRIGYADKNEHPYVSIGKYMADKGYLKLGQTSMQGIKSYMRQNPQRLAEVLGQNPSYIFFRELTGSGNDGPVGALGTPLMGEYAGAVDRHYITLGAPLFVATAHPVTRKALNRLIMAQDTGSAIKGAVRVDYFWGYGDEAGELAGKQKTTGYVWQLLPNGMKPEYRP, which amino acid positions are active epitope sites? The epitope positions are: [103, 104, 105, 106, 107, 108, 109, 110]. The amino acids at these positions are: AFQTPVHS. (8) Given the antigen sequence: DAEFRHDSGYEVHHQKLVFFAEDVGSNKGAIIGLMVGGVVIA, which amino acid positions are active epitope sites? The epitope positions are: [1, 2, 3, 4, 5, 6, 7]. The amino acids at these positions are: AEFRHDS. (9) Given the antigen sequence: QNLPGNDNSTATLCLGHHAVPNGTLVKTITNDQIEVTNATELVQSSSTGRICDSPHRILDGKNCTLVDALLGDPHCDGFQNEKWDLFVERSKAFSNCYPYDVPDYASLRSLVASSGTLEFINESFNWTGVTQSGGSYACKRGSDNSFFSRLNWLYESESRYPVLNVTMPNNGNFDKLYIWGVHHPSTDKEPTNLYVRVSGRVTVSTKRSQQTIIPNIGSRPWVRGLSSRISIYWTIVKPGDILLINSNGNLIAPRGYFKMRTGKSSIMRSDAPIGTCSSECITPNGSIPNDKPFQNVNKITYGACPKYVKQNTLKLATGMRNVPEKQT, which amino acid positions are active epitope sites? The epitope positions are: [305, 306, 307, 308, 309, 310, 311, 312, 313, 314, 315, 316, 317, 318]. The amino acids at these positions are: PKYVKQNTLKLATG. (10) Given the antigen sequence: MDIDPYKEFGATVELLSFLPSDFFPSVRDLLDTASALYREALESPEHCSPHHTALRQAILCWGELMTLATWVGNNLEDPASRDLVVNYVNTNMGLKIRQLLWFHISCLTFGRETVLEYLVSFGVWIRTPPAYRPPNAPILSTLPETTVVRRRDRGRSPRRRTPSPRKRRSQSPRRRRSQSRESQC, which amino acid positions are active epitope sites? The epitope positions are: [108, 109, 110, 111, 112, 113, 114, 115, 116, 117, 118, 119]. The amino acids at these positions are: TFGRETVLEYLV.